Dataset: Catalyst prediction with 721,799 reactions and 888 catalyst types from USPTO. Task: Predict which catalyst facilitates the given reaction. (1) Reactant: [CH3:1][CH2:2][N:3](C(C)C)C(C)C.[CH3:10][N:11]1[CH2:16][CH2:15][N:14]([C:17]2[CH:22]=[CH:21][C:20]([C:23]3[CH:38]=[N:37][C:26]4[NH:27][C:28]5[CH:33]=[N:32][C:31]([C:34]([OH:36])=O)=[CH:30][C:29]=5[C:25]=4[CH:24]=3)=[CH:19][CH:18]=2)[CH2:13][CH2:12]1.C1CN([P+]([O:55]N2N=NC3C=CC=CC2=3)(N2CCCC2)N2CCCC2)CC1.F[P-](F)(F)(F)(F)F.C1C=CC2N(O)N=NC=2C=1.C(CN)O.S(=O)(=O)(O)O. Product: [OH:55][CH2:1][CH2:2][NH:3][C:34]([C:31]1[N:32]=[CH:33][C:28]2[NH:27][C:26]3[N:37]=[CH:38][C:23]([C:20]4[CH:19]=[CH:18][C:17]([N:14]5[CH2:13][CH2:12][N:11]([CH3:10])[CH2:16][CH2:15]5)=[CH:22][CH:21]=4)=[CH:24][C:25]=3[C:29]=2[CH:30]=1)=[O:36]. The catalyst class is: 3. (2) Product: [F:27][CH2:26][CH2:25][CH2:24][O:1][C:2]1[CH:3]=[C:4]2[C:9](=[CH:10][CH:11]=1)[CH:8]=[C:7]([CH:12]=[O:13])[CH:6]=[CH:5]2. The catalyst class is: 10. Reactant: [OH:1][C:2]1[CH:3]=[C:4]2[C:9](=[CH:10][CH:11]=1)[CH:8]=[C:7]([CH:12]=[O:13])[CH:6]=[CH:5]2.C(=O)([O-])[O-].[Cs+].[Cs+].S(C1C=CC(C)=CC=1)(O[CH2:24][CH2:25][CH2:26][F:27])(=O)=O. (3) Reactant: [CH2:1]([C:8]1[CH:13]=[CH:12][CH:11]=[CH:10][C:9]=1[N+:14]([O-])=O)[C:2]1[CH:7]=[CH:6][CH:5]=[CH:4][CH:3]=1. Product: [CH2:1]([C:8]1[CH:13]=[CH:12][CH:11]=[CH:10][C:9]=1[NH2:14])[C:2]1[CH:3]=[CH:4][CH:5]=[CH:6][CH:7]=1. The catalyst class is: 43. (4) Reactant: [C:1]([C:3]1[CH:4]=[C:5]([C:16](=[O:24])[C:17]2[CH:22]=[CH:21][C:20](F)=[CH:19][CH:18]=2)[N:6]2[C:15]3[C:10](=[CH:11][CH:12]=[CH:13][CH:14]=3)[CH:9]=[CH:8][C:7]=12)#[N:2].C(=O)([O-])[O-].[NH:29]1[CH:33]=[CH:32][N:31]=[CH:30]1. Product: [C:1]([C:3]1[CH:4]=[C:5]([C:16](=[O:24])[C:17]2[CH:22]=[CH:21][C:20]([N:29]3[CH:33]=[CH:32][N:31]=[CH:30]3)=[CH:19][CH:18]=2)[N:6]2[C:15]3[C:10](=[CH:11][CH:12]=[CH:13][CH:14]=3)[CH:9]=[CH:8][C:7]=12)#[N:2]. The catalyst class is: 39. (5) Reactant: [CH3:1][N:2]1[CH2:15][CH2:14][C:5]2[NH:6][C:7]3[CH:8]=[CH:9][C:10]([CH3:13])=[CH:11][C:12]=3[C:4]=2[CH2:3]1.P([O-])([O-])([O-])=O.[K+].[K+].[K+].Br[CH:25]=[C:26]([C:28]1[CH:33]=[CH:32][C:31]([O:34][CH3:35])=[C:30]([F:36])[CH:29]=1)[CH3:27]. Product: [F:36][C:30]1[CH:29]=[C:28](/[C:26](/[CH3:27])=[CH:25]/[N:6]2[C:7]3[CH:8]=[CH:9][C:10]([CH3:13])=[CH:11][C:12]=3[C:4]3[CH2:3][N:2]([CH3:1])[CH2:15][CH2:14][C:5]2=3)[CH:33]=[CH:32][C:31]=1[O:34][CH3:35]. The catalyst class is: 122. (6) Reactant: C1([C@@H]2COC=N2)C=CC=CC=1.[C:12]([O:20][C:21]1[CH:29]=[C:28]2[C:24]([CH:25]=[CH:26][CH2:27]2)=[CH:23][CH:22]=1)(=[O:19])[C:13]1[CH:18]=[CH:17][CH:16]=[CH:15][CH:14]=1.[N+](=[CH:32][C:33]([O:35][CH2:36][CH3:37])=[O:34])=[N-]. Product: [C:12]([O:20][C:21]1[CH:22]=[CH:23][C:24]2[C@@H:25]3[C@@H:32]([C:33]([O:35][CH2:36][CH3:37])=[O:34])[C@@H:26]3[CH2:27][C:28]=2[CH:29]=1)(=[O:19])[C:13]1[CH:14]=[CH:15][CH:16]=[CH:17][CH:18]=1. The catalyst class is: 4. (7) Reactant: Cl.[CH3:2][S:3]([C:6]1[CH:11]=[CH:10][C:9]([N:12]2[C:16]3=[N:17][CH:18]=[N:19][C:20]([O:21][CH:22]4[CH2:27][CH2:26][NH:25][CH2:24][CH2:23]4)=[C:15]3[CH:14]=[N:13]2)=[CH:8][CH:7]=1)(=[O:5])=[O:4].Cl[C:29]([O:31][CH2:32][CH2:33][CH2:34][CH3:35])=[O:30].C(N(CC)CC)C. Product: [CH2:32]([O:31][C:29]([N:25]1[CH2:26][CH2:27][CH:22]([O:21][C:20]2[N:19]=[CH:18][N:17]=[C:16]3[N:12]([C:9]4[CH:10]=[CH:11][C:6]([S:3]([CH3:2])(=[O:4])=[O:5])=[CH:7][CH:8]=4)[N:13]=[CH:14][C:15]=23)[CH2:23][CH2:24]1)=[O:30])[CH2:33][CH2:34][CH3:35]. The catalyst class is: 3. (8) Reactant: [C:1]([C:3]1[S:4][C:5]2[C:11]([C:12]#[N:13])=[C:10](/[N:14]=[CH:15]/[N:16](C)C)[CH:9]=[CH:8][C:6]=2[N:7]=1)#[N:2].[CH2:19]1[O:28][C:27]2[CH:26]=[CH:25][C:23](N)=[CH:22][C:21]=2[O:20]1.[K+].[Br-]. Product: [O:20]1[C:21]2[CH:22]=[CH:23][C:25]([NH:13][C:12]3[C:11]4[C:10](=[CH:9][CH:8]=[C:6]5[N:7]=[C:3]([C:1]#[N:2])[S:4][C:5]5=4)[N:14]=[CH:15][N:16]=3)=[CH:26][C:27]=2[O:28][CH2:19]1. The catalyst class is: 91.